From a dataset of TCR-epitope binding with 47,182 pairs between 192 epitopes and 23,139 TCRs. Binary Classification. Given a T-cell receptor sequence (or CDR3 region) and an epitope sequence, predict whether binding occurs between them. (1) The epitope is FADDLNQLTGY. The TCR CDR3 sequence is CASSQEGRSSYEQYF. Result: 1 (the TCR binds to the epitope). (2) The epitope is RLFRKSNLK. The TCR CDR3 sequence is CSALGPDTQYF. Result: 0 (the TCR does not bind to the epitope).